This data is from Reaction yield outcomes from USPTO patents with 853,638 reactions. The task is: Predict the reaction yield, written as a fraction of the theoretical maximum amount of product (1.0 means a 100% yield; for example, 0.34 means a 34% yield). (1) The product is [ClH:20].[NH2:11][C@@H:10]([C@H:9]([OH:8])[C:16]([OH:18])=[O:17])[C:12]([OH:14])=[O:13]. The reactants are C1(C2[O:8][C@H:9]([C:16]([O:18]C)=[O:17])[C@@H:10]([C:12]([O:14]C)=[O:13])[N:11]=2)C=CC=CC=1.[ClH:20]. The yield is 0.940. No catalyst specified. (2) The reactants are [C:1]([N:5]1[C:10](=[O:11])[C:9](Cl)=[C:8]([Cl:13])[CH:7]=[N:6]1)([CH3:4])([CH3:3])[CH3:2].[CH:14]1([Mg]Cl)[CH2:18][CH2:17][CH2:16][CH2:15]1.C(OCC)C. No catalyst specified. The product is [C:1]([N:5]1[C:10](=[O:11])[C:9]([CH:14]2[CH2:18][CH2:17][CH2:16][CH2:15]2)=[C:8]([Cl:13])[CH:7]=[N:6]1)([CH3:4])([CH3:3])[CH3:2]. The yield is 0.560. (3) The reactants are Br[C:2]1[C:3]([CH3:11])=[N:4][C:5]([N+:8]([O-:10])=[O:9])=[CH:6][CH:7]=1.C([O-])([O-])=O.[K+].[K+].[Cl:18][C:19]1[CH:24]=[C:23]([OH:25])[CH:22]=[CH:21][N:20]=1.O. The catalyst is CN(C=O)C.CCOC(C)=O. The product is [Cl:18][C:19]1[CH:24]=[C:23]([O:25][C:2]2[C:3]([CH3:11])=[N:4][C:5]([N+:8]([O-:10])=[O:9])=[CH:6][CH:7]=2)[CH:22]=[CH:21][N:20]=1. The yield is 0.550. (4) The reactants are [CH3:1][O:2][C:3](=[O:23])[CH2:4][C:5]1[C:14]([CH3:15])=[C:13]([CH:16]2[CH2:21][CH2:20][NH:19][CH2:18][CH2:17]2)[C:12]2[C:7](=[CH:8][CH:9]=[C:10]([F:22])[CH:11]=2)[CH:6]=1.[CH3:24][S:25](Cl)(=[O:27])=[O:26].C(N(CC)C(C)C)(C)C. The catalyst is C1COCC1.O.[Cl-].[Na+].O. The product is [CH3:1][O:2][C:3](=[O:23])[CH2:4][C:5]1[C:14]([CH3:15])=[C:13]([CH:16]2[CH2:17][CH2:18][N:19]([S:25]([CH3:24])(=[O:27])=[O:26])[CH2:20][CH2:21]2)[C:12]2[C:7](=[CH:8][CH:9]=[C:10]([F:22])[CH:11]=2)[CH:6]=1. The yield is 0.550. (5) The yield is 0.810. The product is [Cl:1][C:2]1[C:11]([NH:14][CH2:15][CH2:16][OH:17])=[N:10][C:9]2[C:4]([N:3]=1)=[CH:5][CH:6]=[C:7]([Cl:13])[CH:8]=2. The catalyst is CCO. The reactants are [Cl:1][C:2]1[C:11](Cl)=[N:10][C:9]2[C:4](=[CH:5][CH:6]=[C:7]([Cl:13])[CH:8]=2)[N:3]=1.[NH2:14][CH2:15][CH2:16][OH:17]. (6) The reactants are Br[C:2]1[CH:7]=[CH:6][C:5]([CH:8]([C:13]2[CH:18]=[CH:17][C:16]([Cl:19])=[C:15]([F:20])[CH:14]=2)[CH2:9][C:10]([NH2:12])=[O:11])=[CH:4][CH:3]=1.CC1(C)C(C)(C)OB([C:29]2[CH:30]=[N:31][NH:32][CH:33]=2)O1.P([O-])([O-])([O-])=O.[K+].[K+].[K+].C(O)C. The catalyst is CO.O.C1(C)C=CC=CC=1. The product is [Cl:19][C:16]1[CH:17]=[CH:18][C:13]([CH:8]([C:5]2[CH:6]=[CH:7][C:2]([C:29]3[CH:30]=[N:31][NH:32][CH:33]=3)=[CH:3][CH:4]=2)[CH2:9][C:10]([NH2:12])=[O:11])=[CH:14][C:15]=1[F:20]. The yield is 0.670. (7) The reactants are [NH2:1][C:2]1[CH:20]=[CH:19][CH:18]=[CH:17][C:3]=1[C:4]([NH:6][C:7]1[CH:12]=[CH:11][C:10]([CH:13]([CH2:15][CH3:16])[CH3:14])=[CH:9][CH:8]=1)=[O:5].[N:21]1[CH:26]=[C:25]([CH:27]=O)[CH:24]=[N:23][CH:22]=1.OS([O-])=O.[Na+].CC1C=CC(S(O)(=O)=O)=CC=1. The catalyst is CC(N(C)C)=O.C(OCC)(=O)C. The product is [CH:13]([C:10]1[CH:11]=[CH:12][C:7]([N:6]2[C:4](=[O:5])[C:3]3[C:2](=[CH:20][CH:19]=[CH:18][CH:17]=3)[N:1]=[C:27]2[C:25]2[CH:26]=[N:21][CH:22]=[N:23][CH:24]=2)=[CH:8][CH:9]=1)([CH2:15][CH3:16])[CH3:14]. The yield is 0.390. (8) The reactants are C([O:3][C:4](=[O:18])[CH2:5][NH:6][C:7](=[O:17])[CH2:8][CH2:9][CH2:10][C:11]1[CH:16]=[CH:15][CH:14]=[CH:13][CH:12]=1)C.[OH-].[Na+]. The catalyst is CCO.O. The product is [C:11]1([CH2:10][CH2:9][CH2:8][C:7]([NH:6][CH2:5][C:4]([OH:18])=[O:3])=[O:17])[CH:12]=[CH:13][CH:14]=[CH:15][CH:16]=1. The yield is 0.970. (9) The reactants are [CH3:1][O:2][C:3]([CH:5]([C:7]([CH2:9][O:10][CH3:11])=O)Cl)=[O:4].[C:12]([NH2:20])(=[S:19])[C:13]1[CH:18]=[CH:17][CH:16]=[CH:15][CH:14]=1. The catalyst is CCO. The product is [CH3:1][O:2][C:3]([C:5]1[S:19][C:12]([C:13]2[CH:18]=[CH:17][CH:16]=[CH:15][CH:14]=2)=[N:20][C:7]=1[CH2:9][O:10][CH3:11])=[O:4]. The yield is 0.470. (10) The reactants are Br[C:2]1[CH:7]=[CH:6][CH:5]=[CH:4][N:3]=1.[CH2:8]([C:12]1[S:13][C:14]2[CH:20]=[CH:19][C:18]([F:21])=[CH:17][C:15]=2[N:16]=1)[CH2:9][C:10]#[CH:11]. No catalyst specified. The product is [F:21][C:18]1[CH:19]=[CH:20][C:14]2[S:13][C:12]([CH2:8][CH2:9][C:10]#[C:11][C:2]3[CH:7]=[CH:6][CH:5]=[CH:4][N:3]=3)=[N:16][C:15]=2[CH:17]=1. The yield is 0.100.